Dataset: Forward reaction prediction with 1.9M reactions from USPTO patents (1976-2016). Task: Predict the product of the given reaction. The product is: [Cl:1][C:2]1[CH:3]=[C:4]([CH:23]=[CH:24][C:25]=1[O:26][CH2:27][C:28]1[CH:33]=[CH:32][CH:31]=[C:30]([F:34])[CH:29]=1)[NH:5][C:6]1[C:15]2[C:10](=[CH:11][CH:12]=[CH:13][C:14]=2[O:16][CH:17]2[CH2:22][CH2:21][N:20]([CH2:36][C:37]([NH2:39])=[O:38])[CH2:19][CH2:18]2)[N:9]=[CH:8][N:7]=1. Given the reactants [Cl:1][C:2]1[CH:3]=[C:4]([CH:23]=[CH:24][C:25]=1[O:26][CH2:27][C:28]1[CH:33]=[CH:32][CH:31]=[C:30]([F:34])[CH:29]=1)[NH:5][C:6]1[C:15]2[C:10](=[CH:11][CH:12]=[CH:13][C:14]=2[O:16][CH:17]2[CH2:22][CH2:21][NH:20][CH2:19][CH2:18]2)[N:9]=[CH:8][N:7]=1.Cl[CH2:36][C:37]([NH2:39])=[O:38], predict the reaction product.